The task is: Predict the reaction yield, written as a fraction of the theoretical maximum amount of product (1.0 means a 100% yield; for example, 0.34 means a 34% yield).. This data is from Reaction yield outcomes from USPTO patents with 853,638 reactions. (1) The yield is 0.870. The catalyst is O1CCCC1.C(OCC)(=O)C. The product is [CH2:1]([C:5]1[N:10]2[N:11]=[CH:12][CH:13]=[C:9]2[N:8]([C@H:14]2[CH2:23][CH2:22][C@H:17]([OH:18])[CH2:16][CH2:15]2)[C:7](=[O:24])[C:6]=1[CH2:25][C:26]1[CH:27]=[CH:28][C:29]([C:32]2[C:33]([C:38]#[N:39])=[CH:34][CH:35]=[CH:36][CH:37]=2)=[CH:30][CH:31]=1)[CH2:2][CH2:3][CH3:4]. The reactants are [CH2:1]([C:5]1[N:10]2[N:11]=[CH:12][CH:13]=[C:9]2[N:8]([CH:14]2[CH2:23][CH2:22][C:17]3(OCC[O:18]3)[CH2:16][CH2:15]2)[C:7](=[O:24])[C:6]=1[CH2:25][C:26]1[CH:31]=[CH:30][C:29]([C:32]2[C:33]([C:38]#[N:39])=[CH:34][CH:35]=[CH:36][CH:37]=2)=[CH:28][CH:27]=1)[CH2:2][CH2:3][CH3:4].Cl.[OH-].[Na+]. (2) The catalyst is C(Cl)Cl.C1(C)C=CC=CC=1. The yield is 0.810. The reactants are [Br:1][CH2:2][CH2:3][CH2:4][O:5][C:6]1[CH:39]=[CH:38][C:9]([CH2:10][NH:11][C:12]2[N:17]=[C:16]([O:18][CH2:19][C:20]([F:23])([F:22])[F:21])[N:15]=[C:14]([NH:24][C:25]3[CH:37]=[CH:36][C:28]([C:29](OC(C)(C)C)=[O:30])=[CH:27][CH:26]=3)[N:13]=2)=[CH:8][C:7]=1[Cl:40].FC(F)(F)C(O)=O.C(N(CC)C(C)C)(C)C.[NH2:57][CH2:58][C:59]([CH3:70])([CH3:69])[CH2:60][NH:61][C:62](=[O:68])[O:63][C:64]([CH3:67])([CH3:66])[CH3:65].F[P-](F)(F)(F)(F)F.N1(OC(N(C)C)=[N+](C)C)C2N=CC=CC=2N=N1. The product is [Br:1][CH2:2][CH2:3][CH2:4][O:5][C:6]1[CH:39]=[CH:38][C:9]([CH2:10][NH:11][C:12]2[N:17]=[C:16]([O:18][CH2:19][C:20]([F:22])([F:21])[F:23])[N:15]=[C:14]([NH:24][C:25]3[CH:26]=[CH:27][C:28]([C:29]([NH:57][CH2:58][C:59]([CH3:70])([CH3:69])[CH2:60][NH:61][C:62](=[O:68])[O:63][C:64]([CH3:65])([CH3:67])[CH3:66])=[O:30])=[CH:36][CH:37]=3)[N:13]=2)=[CH:8][C:7]=1[Cl:40]. (3) The reactants are [CH3:1][N:2]1[C:6]([C:7]2[S:11][CH:10]=[C:9]([C:12]([OH:14])=O)[CH:8]=2)=[CH:5][CH:4]=[N:3]1.C1CN([P+](Br)(N2CCCC2)N2CCCC2)CC1.F[P-](F)(F)(F)(F)F.C(N(C(C)C)CC)(C)C.[NH2:48][CH:49]([C:59]1[C:68]2[C:63](=[CH:64][CH:65]=[CH:66][CH:67]=2)[CH:62]=[CH:61][CH:60]=1)[CH2:50][NH:51][C:52](=[O:58])[O:53][C:54]([CH3:57])([CH3:56])[CH3:55]. The catalyst is C(Cl)Cl. The product is [CH3:1][N:2]1[C:6]([C:7]2[S:11][CH:10]=[C:9]([C:12]([NH:48][CH:49]([C:59]3[C:68]4[C:63](=[CH:64][CH:65]=[CH:66][CH:67]=4)[CH:62]=[CH:61][CH:60]=3)[CH2:50][NH:51][C:52](=[O:58])[O:53][C:54]([CH3:57])([CH3:55])[CH3:56])=[O:14])[CH:8]=2)=[CH:5][CH:4]=[N:3]1. The yield is 0.320. (4) The reactants are [F:1][C:2]([F:10])([F:9])[C:3]1([C:6](O)=[O:7])[CH2:5][CH2:4]1.[H-].[H-].[H-].[H-].[Li+].[Al+3].Cl. The catalyst is CCOCC. The product is [F:1][C:2]([F:10])([F:9])[C:3]1([CH2:6][OH:7])[CH2:5][CH2:4]1. The yield is 0.860. (5) The reactants are Br[C:2]1[S:6][CH:5]=[N:4][CH:3]=1.[C:7]1([CH3:16])[CH:12]=[CH:11][CH:10]=[C:9](B(O)O)[CH:8]=1.C(=O)([O-])[O-].[Cs+].[Cs+]. The catalyst is O=O.[Pd].C1(P(C2C=CC=CC=2)C2C=CC=CC=2)C=CC=CC=1.C1(P(C2C=CC=CC=2)C2C=CC=CC=2)C=CC=CC=1.C1(P(C2C=CC=CC=2)C2C=CC=CC=2)C=CC=CC=1.C1(P(C2C=CC=CC=2)C2C=CC=CC=2)C=CC=CC=1. The product is [CH3:16][C:7]1[CH:8]=[C:9]([C:2]2[S:6][CH:5]=[N:4][CH:3]=2)[CH:10]=[CH:11][CH:12]=1. The yield is 0.990. (6) The reactants are CN1CCOCC1.[F:8][C:9]([F:18])([F:17])[C:10]([OH:16])([CH3:15])[CH2:11][C:12]([OH:14])=O.Cl.[NH2:20][C@H:21]([CH3:32])[C:22]([O:24][CH2:25][C:26]1[CH:31]=[CH:30][CH:29]=[CH:28][CH:27]=1)=[O:23].CN(C(ON1N=NC2C=CC=NC1=2)=[N+](C)C)C.F[P-](F)(F)(F)(F)F. The catalyst is ClCCl.O. The product is [F:17][C:9]([F:8])([F:18])[C:10]([OH:16])([CH3:15])[CH2:11][C:12]([NH:20][C@H:21]([CH3:32])[C:22]([O:24][CH2:25][C:26]1[CH:31]=[CH:30][CH:29]=[CH:28][CH:27]=1)=[O:23])=[O:14]. The yield is 0.720. (7) The reactants are [NH:1]1[CH:5]=[C:4]([C:6]2[C:7]3[CH:14]=[CH:13][N:12]([CH2:15][O:16][CH2:17][CH2:18][Si:19]([CH3:22])([CH3:21])[CH3:20])[C:8]=3[N:9]=[CH:10][N:11]=2)[CH:3]=[N:2]1.[C:23]([OH:28])(=[O:27])[CH:24]=[CH:25][CH3:26].[CH2:29]1CCN2C(=NCCC2)C[CH2:30]1.[C:40](#N)C. No catalyst specified. The product is [CH3:26][C:25]([N:1]1[CH:5]=[C:4]([C:6]2[C:7]3[CH:14]=[CH:13][N:12]([CH2:15][O:16][CH2:17][CH2:18][Si:19]([CH3:22])([CH3:21])[CH3:20])[C:8]=3[N:9]=[CH:10][N:11]=2)[CH:3]=[N:2]1)([CH3:40])[CH2:24][C:23]([O:28][CH2:29][CH3:30])=[O:27]. The yield is 0.910.